Dataset: Reaction yield outcomes from USPTO patents with 853,638 reactions. Task: Predict the reaction yield, written as a fraction of the theoretical maximum amount of product (1.0 means a 100% yield; for example, 0.34 means a 34% yield). The reactants are [CH2:1]([O:3][P:4]([CH2:9][CH2:10][NH:11][CH2:12][C:13]([CH3:36])=[CH:14][CH2:15][C:16]1[C:17]([O:29][CH2:30][CH2:31][Si:32]([CH3:35])([CH3:34])[CH3:33])=[C:18]2[C:22](=[C:23]([CH3:27])[C:24]=1[O:25][CH3:26])[CH2:21][O:20][C:19]2=[O:28])(=[O:8])[O:5][CH2:6][CH3:7])[CH3:2].[C:37](OC(=O)C)(=[O:39])[CH3:38]. The catalyst is C(O)(=O)C. The product is [CH2:1]([O:3][P:4]([CH2:9][CH2:10][N:11]([C:37](=[O:39])[CH3:38])[CH2:12][C:13]([CH3:36])=[CH:14][CH2:15][C:16]1[C:17]([O:29][CH2:30][CH2:31][Si:32]([CH3:33])([CH3:34])[CH3:35])=[C:18]2[C:22](=[C:23]([CH3:27])[C:24]=1[O:25][CH3:26])[CH2:21][O:20][C:19]2=[O:28])(=[O:8])[O:5][CH2:6][CH3:7])[CH3:2]. The yield is 0.810.